The task is: Predict the reactants needed to synthesize the given product.. This data is from Full USPTO retrosynthesis dataset with 1.9M reactions from patents (1976-2016). Given the product [CH3:27][C:25]1[O:26][C:22]2[CH:21]=[C:20]3[C:10]4([CH2:17][O:18][C:19]3=[CH:28][C:23]=2[N:24]=1)[C:11]1[C:16](=[CH:15][CH:14]=[CH:13][CH:12]=1)[NH:8][C:9]4=[O:29], predict the reactants needed to synthesize it. The reactants are: C1(C(C2C=CC=CC=2)[N:8]2[C:16]3[C:11](=[CH:12][CH:13]=[CH:14][CH:15]=3)[C:10]3([C:20]4=[CH:21][C:22]5[O:26][C:25]([CH3:27])=[N:24][C:23]=5[CH:28]=[C:19]4[O:18][CH2:17]3)[C:9]2=[O:29])C=CC=CC=1.C1(C(C2C=CC=CC=2)N2C3C(=CC=CC=3)C3(C4C=C(C)C(OC)=CC=4OC3)C2=O)C=CC=CC=1.